From a dataset of Full USPTO retrosynthesis dataset with 1.9M reactions from patents (1976-2016). Predict the reactants needed to synthesize the given product. (1) Given the product [CH:1]1([S:4]([C:7]2[CH:8]=[CH:9][C:10](/[C:13](=[CH:14]\[CH:15]3[CH2:20][CH2:19][O:18][CH2:17][CH2:16]3)/[C:21](=[O:24])[CH2:22][CH2:23][C:30]([C:26]3[S:25][CH:29]=[CH:28][N:27]=3)=[O:31])=[CH:11][CH:12]=2)(=[O:6])=[O:5])[CH2:2][CH2:3]1, predict the reactants needed to synthesize it. The reactants are: [CH:1]1([S:4]([C:7]2[CH:12]=[CH:11][C:10](/[C:13](/[C:21](=[O:24])[CH:22]=[CH2:23])=[CH:14]\[CH:15]3[CH2:20][CH2:19][O:18][CH2:17][CH2:16]3)=[CH:9][CH:8]=2)(=[O:6])=[O:5])[CH2:3][CH2:2]1.[S:25]1[CH:29]=[CH:28][N:27]=[C:26]1[CH:30]=[O:31].C(N(CC)CC)C. (2) Given the product [I:13][C:2]1[CH:3]=[N:4][C:5]2[C:10]([CH:11]=1)=[CH:9][C:8]([OH:12])=[CH:7][CH:6]=2, predict the reactants needed to synthesize it. The reactants are: Br[C:2]1[CH:3]=[N:4][C:5]2[C:10]([CH:11]=1)=[CH:9][C:8]([OH:12])=[CH:7][CH:6]=2.[I-:13].[Na+].CN(C)CCN(C)C.N.Cl. (3) Given the product [C:1]([C:5]1[CH:6]=[C:7]([CH:21]=[C:22]([S:26]([CH3:29])(=[O:28])=[O:27])[C:23]=1[OH:24])[C:8]([N:10]1[C:14]2[CH:15]=[CH:16][CH:17]=[CH:18][C:13]=2[S:12](=[O:20])(=[O:19])[CH2:11]1)=[O:9])([CH3:4])([CH3:2])[CH3:3], predict the reactants needed to synthesize it. The reactants are: [C:1]([C:5]1[CH:6]=[C:7]([CH:21]=[C:22]([S:26]([CH3:29])(=[O:28])=[O:27])[C:23]=1[O:24]C)[C:8]([N:10]1[C:14]2[CH:15]=[CH:16][CH:17]=[CH:18][C:13]=2[S:12](=[O:20])(=[O:19])[CH2:11]1)=[O:9])([CH3:4])([CH3:3])[CH3:2].[Cl-].[Li+].Cl. (4) Given the product [P:1]([OH:14])([O:7][C:8]([CH3:11])([CH3:10])[CH3:9])([O:2][C:3]([CH3:5])([CH3:6])[CH3:4])=[O:12], predict the reactants needed to synthesize it. The reactants are: [P:1]([O-:12])([O:7][C:8]([CH3:11])([CH3:10])[CH3:9])[O:2][C:3]([CH3:6])([CH3:5])[CH3:4].C(=O)(O)[O-:14].[K+].[Mn]([O-])(=O)(=O)=O.[K+].